Predict the product of the given reaction. From a dataset of Forward reaction prediction with 1.9M reactions from USPTO patents (1976-2016). (1) The product is: [F:25][C:23]1[CH:22]=[CH:21][C:20]([CH3:26])=[C:19]([C@H:5]([O:4][CH2:3][CH2:2][NH:1][C:35]([O:37][CH3:38])=[O:36])[C@@H:6]2[CH2:11][CH2:10][CH2:9][N:8]([C:12]([O:14][C:15]([CH3:18])([CH3:17])[CH3:16])=[O:13])[CH2:7]2)[CH:24]=1. Given the reactants [NH2:1][CH2:2][CH2:3][O:4][C@@H:5]([C:19]1[CH:24]=[C:23]([F:25])[CH:22]=[CH:21][C:20]=1[CH3:26])[C@@H:6]1[CH2:11][CH2:10][CH2:9][N:8]([C:12]([O:14][C:15]([CH3:18])([CH3:17])[CH3:16])=[O:13])[CH2:7]1.CCN(CC)CC.Cl[C:35]([O:37][CH3:38])=[O:36], predict the reaction product. (2) Given the reactants [CH3:1][N:2]([CH2:10][CH2:11][N:12]1[CH:16]=[N:15][CH:14]=[N:13]1)C(OC(C)(C)C)=O.FC(F)(F)C(O)=O, predict the reaction product. The product is: [CH3:1][NH:2][CH2:10][CH2:11][N:12]1[CH:16]=[N:15][CH:14]=[N:13]1.